Predict the reactants needed to synthesize the given product. From a dataset of Full USPTO retrosynthesis dataset with 1.9M reactions from patents (1976-2016). (1) Given the product [CH:1]1([C:4]2[N:8]([CH3:9])[C:7]3[CH:10]=[C:11]([N:14]4[CH:19]=[CH:18][C:17]([O:20][CH2:28][C:26]5[S:27][C:23]([F:22])=[CH:24][CH:25]=5)=[CH:16][C:15]4=[O:21])[CH:12]=[CH:13][C:6]=3[N:5]=2)[CH2:2][CH2:3]1, predict the reactants needed to synthesize it. The reactants are: [CH:1]1([C:4]2[N:8]([CH3:9])[C:7]3[CH:10]=[C:11]([N:14]4[CH:19]=[CH:18][C:17]([OH:20])=[CH:16][C:15]4=[O:21])[CH:12]=[CH:13][C:6]=3[N:5]=2)[CH2:3][CH2:2]1.[F:22][C:23]1[S:27][C:26]([CH2:28]O)=[CH:25][CH:24]=1.C(P(CCCC)CCCC)CCC.N(C(N1CCCCC1)=O)=NC(N1CCCCC1)=O. (2) Given the product [N:21]1[CH:26]=[CH:25][CH:24]=[CH:23][C:22]=1[C:27]1[N:28]=[C:29]([NH:32][C:15](=[O:17])[C:14]2[CH:13]=[CH:12][C:11]([S:8](=[O:9])(=[O:10])[NH:7][C:3]3[CH:2]=[C:1]([CH3:20])[CH:6]=[CH:5][CH:4]=3)=[CH:19][CH:18]=2)[S:30][CH:31]=1, predict the reactants needed to synthesize it. The reactants are: [C:1]1([CH3:20])[CH:6]=[CH:5][CH:4]=[C:3]([NH:7][S:8]([C:11]2[CH:19]=[CH:18][C:14]([C:15]([OH:17])=O)=[CH:13][CH:12]=2)(=[O:10])=[O:9])[CH:2]=1.[N:21]1[CH:26]=[CH:25][CH:24]=[CH:23][C:22]=1[C:27]1[N:28]=[C:29]([NH2:32])[S:30][CH:31]=1. (3) Given the product [Cl:1][C:2]1[C:3]2[N:4]([C:18]([CH:20]3[CH2:25][CH2:24][O:23][CH2:22][CH2:21]3)=[N:17][N:16]=2)[C:5]2[C:10]([N:11]=1)=[CH:9][C:8]([C:12]([O:14][CH3:15])=[O:13])=[CH:7][CH:6]=2, predict the reactants needed to synthesize it. The reactants are: [Cl:1][C:2]1[C:3]([NH:16][NH:17][C:18]([CH:20]2[CH2:25][CH2:24][O:23][CH2:22][CH2:21]2)=O)=[N:4][C:5]2[C:10]([N:11]=1)=[CH:9][C:8]([C:12]([O:14][CH3:15])=[O:13])=[CH:7][CH:6]=2.S(Cl)(Cl)=O. (4) Given the product [OH:1][NH:2][C:3](=[O:4])[CH:5]=[CH:6][C:7]1[CH:8]=[CH:9][C:10]([CH2:11][S:49](=[O:58])(=[O:57])[NH:50][C:51]2[CH:52]=[N:53][CH:54]=[CH:55][CH:56]=2)=[CH:34][CH:35]=1, predict the reactants needed to synthesize it. The reactants are: [OH:1][NH:2][C:3]([CH:5]=[CH:6][C:7]1[CH:35]=[CH:34][C:10]([CH2:11]NC(=O)C2C=CC(N3CCN(CC4C=NC=CC=4)CC3)=CC=2)=[CH:9][CH:8]=1)=[O:4].C(OC(=O)C=CC1C=CC(C[S:49](=[O:58])(=[O:57])[NH:50][C:51]2[CH:52]=[N:53][CH:54]=[CH:55][CH:56]=2)=CC=1)C. (5) Given the product [CH:1]1([C:6]2[C:15]3[C:14](=[O:16])[CH2:13][C:12]([CH3:17])([CH3:18])[CH2:11][C:10]=3[N:9]=[C:8]([CH:19]([CH3:21])[CH3:20])[C:7]=2[C:22](=[O:33])[C:23]2[CH:28]=[CH:27][C:26]([C:29]([F:30])([F:31])[F:32])=[CH:25][CH:24]=2)[CH2:2][CH2:3][CH2:4][CH2:5]1, predict the reactants needed to synthesize it. The reactants are: [CH:1]1([CH:6]2[C:15]3[C:14](=[O:16])[CH2:13][C:12]([CH3:18])([CH3:17])[CH2:11][C:10]=3[NH:9][C:8]([CH:19]([CH3:21])[CH3:20])=[C:7]2[C:22](=[O:33])[C:23]2[CH:28]=[CH:27][C:26]([C:29]([F:32])([F:31])[F:30])=[CH:25][CH:24]=2)[CH2:5][CH2:4][CH2:3][CH2:2]1.ClC1C(=O)C(C#N)=C(C#N)C(=O)C=1Cl. (6) Given the product [OH:32][C:30]([C:29]([F:34])([F:33])[F:28])=[O:31].[CH3:1][C:2]1[N:3]=[C:4]([NH:7][C:8]2[CH:13]=[C:12]([O:14][CH:15]3[CH2:20][CH2:19][NH:18][CH2:17][CH2:16]3)[CH:11]=[CH:10][N:9]=2)[S:5][CH:6]=1, predict the reactants needed to synthesize it. The reactants are: [CH3:1][C:2]1[N:3]=[C:4]([NH:7][C:8]2[CH:13]=[C:12]([O:14][CH:15]3[CH2:20][CH2:19][N:18](C(OC(C)(C)C)=O)[CH2:17][CH2:16]3)[CH:11]=[CH:10][N:9]=2)[S:5][CH:6]=1.[F:28][C:29]([F:34])([F:33])[C:30]([OH:32])=[O:31]. (7) Given the product [Cl:1][C:2]1[CH:3]=[C:4]([CH2:9][NH:10][C:23](=[O:24])[CH3:25])[CH:5]=[N:6][C:7]=1[Cl:8], predict the reactants needed to synthesize it. The reactants are: [Cl:1][C:2]1[CH:3]=[C:4]([CH2:9][NH:10]C)[CH:5]=[N:6][C:7]=1[Cl:8].CCN(CC)CC.CC(O[C:23]([CH3:25])=[O:24])=O. (8) Given the product [Cl:17][C:11]1[CH:12]=[CH:13][CH:14]=[C:15]2[C:10]=1[O:9][C:8](=[O:18])[C:7]([C:5]1[S:6][C:2]([NH:23][C:22]3[CH:24]=[C:25]([CH3:27])[CH:26]=[C:20]([CH3:19])[CH:21]=3)=[CH:3][N:4]=1)=[CH:16]2, predict the reactants needed to synthesize it. The reactants are: Br[C:2]1[S:6][C:5]([C:7]2[C:8](=[O:18])[O:9][C:10]3[C:15]([CH:16]=2)=[CH:14][CH:13]=[CH:12][C:11]=3[Cl:17])=[N:4][CH:3]=1.[CH3:19][C:20]1[CH:21]=[C:22]([CH:24]=[C:25]([CH3:27])[CH:26]=1)[NH2:23].C([O-])([O-])=O.[Cs+].[Cs+]. (9) Given the product [CH3:13][C:12]1[O:19][C:17](=[O:18])[C:16](=[CH:8][C:7]2[CH:10]=[CH:11][C:4]([N+:1]([O-:3])=[O:2])=[CH:5][CH:6]=2)[N:15]=1, predict the reactants needed to synthesize it. The reactants are: [N+:1]([C:4]1[CH:11]=[CH:10][C:7]([CH:8]=O)=[CH:6][CH:5]=1)([O-:3])=[O:2].[C:12]([NH:15][CH2:16][C:17]([OH:19])=[O:18])(=O)[CH3:13].C([O-])(=O)C.[Na+].C(OC(=O)C)(=O)C. (10) Given the product [C:13]1(=[O:15])[C:5]2=[CH:6][C:7]3[CH:8]=[CH:9][CH:10]=[CH:11][C:12]=3[N:4]2[CH2:3][CH2:1][NH:2]1, predict the reactants needed to synthesize it. The reactants are: [C:1]([CH2:3][N:4]1[C:12]2[C:7](=[CH:8][CH:9]=[CH:10][CH:11]=2)[CH:6]=[C:5]1[C:13]([O:15]CC)=O)#[N:2].Cl.C(OCC)(=O)C.